Dataset: Peptide-MHC class I binding affinity with 185,985 pairs from IEDB/IMGT. Task: Regression. Given a peptide amino acid sequence and an MHC pseudo amino acid sequence, predict their binding affinity value. This is MHC class I binding data. The peptide sequence is LALEVARQKR. The MHC is HLA-A30:01 with pseudo-sequence HLA-A30:01. The binding affinity (normalized) is 0.0140.